This data is from Full USPTO retrosynthesis dataset with 1.9M reactions from patents (1976-2016). The task is: Predict the reactants needed to synthesize the given product. (1) Given the product [OH:38][C@@H:31]([C:32]1[CH:37]=[CH:36][CH:35]=[CH:34][CH:33]=1)[C@H:27]([C:23]1[CH:24]=[CH:25][CH:26]=[C:21]([C:20]#[C:19][C:13]2[CH:14]=[CH:15][CH:16]=[CH:17][CH:18]=2)[CH:22]=1)[C:28]([OH:30])=[O:29], predict the reactants needed to synthesize it. The reactants are: C(NC(C)C)(C)C.[Li]CCCC.[C:13]1([C:19]#[C:20][C:21]2[CH:22]=[C:23]([CH2:27][C:28]([OH:30])=[O:29])[CH:24]=[CH:25][CH:26]=2)[CH:18]=[CH:17][CH:16]=[CH:15][CH:14]=1.[CH:31](=[O:38])[C:32]1[CH:37]=[CH:36][CH:35]=[CH:34][CH:33]=1. (2) Given the product [ClH:12].[Br:1][C:2]1[CH:7]=[CH:6][N:5]=[C:4]([CH2:8][Cl:12])[CH:3]=1, predict the reactants needed to synthesize it. The reactants are: [Br:1][C:2]1[CH:7]=[CH:6][N:5]=[C:4]([CH2:8]O)[CH:3]=1.S(Cl)([Cl:12])=O. (3) The reactants are: [CH2:1]([CH:3]([CH2:26][CH3:27])[CH2:4][N:5]1[C:14]2[C:9](=[C:10](OS(C(F)(F)F)(=O)=O)[CH:11]=[CH:12][CH:13]=2)[C:8](=[O:23])[N:7]([CH3:24])[C:6]1=[O:25])[CH3:2].[CH3:28][C:29]1[CH:34]=[C:33]([CH3:35])[CH:32]=[CH:31][C:30]=1OB(O)O.C(=O)([O-])[O-].[K+].[K+].C1(C)C=CC=CC=1. Given the product [CH3:28][C:29]1[CH:34]=[C:33]([CH3:35])[CH:32]=[CH:31][C:30]=1[C:10]1[CH:11]=[CH:12][CH:13]=[C:14]2[C:9]=1[C:8](=[O:23])[N:7]([CH3:24])[C:6](=[O:25])[N:5]2[CH2:4][CH:3]([CH2:26][CH3:27])[CH2:1][CH3:2], predict the reactants needed to synthesize it. (4) Given the product [CH3:32][O:14][C:13](=[O:15])[CH2:12][NH:11][C:8]1[O:9][C:10]2[C:2]([OH:1])=[C:3]([O:30][CH3:31])[CH:4]=[CH:5][C:6]=2[C:7]=1[C:16](=[O:29])[C:17]1[CH:18]=[C:19]([O:27][CH3:28])[C:20]([O:25][CH3:26])=[C:21]([O:23][CH3:24])[CH:22]=1, predict the reactants needed to synthesize it. The reactants are: [OH:1][C:2]1[C:10]2[O:9][C:8]([NH:11][CH2:12][C:13]([OH:15])=[O:14])=[C:7]([C:16](=[O:29])[C:17]3[CH:22]=[C:21]([O:23][CH3:24])[C:20]([O:25][CH3:26])=[C:19]([O:27][CH3:28])[CH:18]=3)[C:6]=2[CH:5]=[CH:4][C:3]=1[O:30][CH3:31].[CH3:32][Si](Cl)(C)C. (5) Given the product [OH2:22].[C:2](#[N:1])[CH3:3].[C:37]([O-:40])(=[O:39])[CH3:38].[NH4+:26].[ClH:52].[ClH:52].[F:23][C@H:3]1[C@@H:2]([NH:1][CH2:35][C:33]2[CH:32]=[CH:31][C:28]3[O:29][CH2:30][C:25](=[O:24])[NH:26][C:27]=3[N:34]=2)[CH2:7][CH2:6][N:5]([CH2:8][CH2:9][N:10]2[C:19]3[C:14](=[CH:15][CH:16]=[C:17]([C:20]#[N:21])[CH:18]=3)[CH:13]=[CH:12][C:11]2=[O:22])[CH2:4]1, predict the reactants needed to synthesize it. The reactants are: [NH2:1][C@H:2]1[CH2:7][CH2:6][N:5]([CH2:8][CH2:9][N:10]2[C:19]3[C:14](=[CH:15][CH:16]=[C:17]([C:20]#[N:21])[CH:18]=3)[CH:13]=[CH:12][C:11]2=[O:22])[CH2:4][C@H:3]1[F:23].[O:24]=[C:25]1[CH2:30][O:29][C:28]2[CH:31]=[CH:32][C:33]([CH:35]=O)=[N:34][C:27]=2[NH:26]1.[C:37]([O:40][BH-]([O:40][C:37](=[O:39])[CH3:38])[O:40][C:37](=[O:39])[CH3:38])(=[O:39])[CH3:38].[Na+].C(Cl)(Cl)[Cl:52].CO. (6) The reactants are: [C:1]([NH:4][C:5]1[C:14]([N+:15]([O-:17])=[O:16])=[CH:13][C:8]([C:9]([O:11][CH3:12])=[O:10])=[C:7]([O:18][CH3:19])[CH:6]=1)(=[O:3])[CH3:2].[CH3:20]S(OC)(=O)=O.C([O-])([O-])=O.[K+].[K+]. Given the product [CH3:19][O:18][C:7]1[CH:6]=[C:5]([N:4]([CH3:20])[C:1](=[O:3])[CH3:2])[C:14]([N+:15]([O-:17])=[O:16])=[CH:13][C:8]=1[C:9]([O:11][CH3:12])=[O:10], predict the reactants needed to synthesize it.